From a dataset of Catalyst prediction with 721,799 reactions and 888 catalyst types from USPTO. Predict which catalyst facilitates the given reaction. (1) Reactant: Br[C:2]1[CH:12]=[CH:11][C:5]([C:6]([N:8]([CH3:10])[CH3:9])=[O:7])=[CH:4][CH:3]=1.[CH3:13][O:14][C:15]([C:17]1[CH:27]=[C:26]([OH:28])[C:20]2[CH2:21][C:22]([CH3:25])([CH3:24])[O:23][C:19]=2[CH:18]=1)=[O:16].[O-]P([O-])([O-])=O.[K+].[K+].[K+]. Product: [CH3:13][O:14][C:15]([C:17]1[CH:27]=[C:26]([O:28][C:2]2[CH:12]=[CH:11][C:5]([C:6](=[O:7])[N:8]([CH3:10])[CH3:9])=[CH:4][CH:3]=2)[C:20]2[CH2:21][C:22]([CH3:25])([CH3:24])[O:23][C:19]=2[CH:18]=1)=[O:16]. The catalyst class is: 222. (2) Reactant: N#N.C[O:4][C:5]1[CH:10]=[C:9]([O:11]C)[CH:8]=[CH:7][C:6]=1[CH2:13][C:14]([NH:16][C:17]1[CH:22]=[CH:21][C:20]([C:23]2[O:27][C:26]([CH3:28])=[C:25]([C:29]([OH:31])=[O:30])[CH:24]=2)=[CH:19][CH:18]=1)=[O:15].B(Br)(Br)Br. Product: [OH:4][C:5]1[CH:10]=[C:9]([OH:11])[CH:8]=[CH:7][C:6]=1[CH2:13][C:14]([NH:16][C:17]1[CH:22]=[CH:21][C:20]([C:23]2[O:27][C:26]([CH3:28])=[C:25]([C:29]([OH:31])=[O:30])[CH:24]=2)=[CH:19][CH:18]=1)=[O:15]. The catalyst class is: 2. (3) Reactant: [OH:1][CH:2]1[CH2:7][CH2:6][N:5]([C:8]2[CH:13]=[CH:12][C:11]([C:14]3[N:23]=[C:22]([NH:24][CH2:25][C@H:26]4[O:31][CH2:30][CH2:29][N:28](C(OC(C)(C)C)=O)[CH2:27]4)[C:21]4[C:16](=[N:17][CH:18]=[CH:19][N:20]=4)[CH:15]=3)=[CH:10][CH:9]=2)[CH2:4][CH2:3]1.Cl. Product: [NH:28]1[CH2:29][CH2:30][O:31][C@H:26]([CH2:25][NH:24][C:22]2[C:21]3[C:16](=[N:17][CH:18]=[CH:19][N:20]=3)[CH:15]=[C:14]([C:11]3[CH:10]=[CH:9][C:8]([N:5]4[CH2:6][CH2:7][CH:2]([OH:1])[CH2:3][CH2:4]4)=[CH:13][CH:12]=3)[N:23]=2)[CH2:27]1. The catalyst class is: 425. (4) Reactant: O=[C:2]([CH2:6][C:7]1[CH:12]=[CH:11][CH:10]=[CH:9][CH:8]=1)[C:3]([OH:5])=[O:4].[C:13]1([C:19]2[N:20]=[C:21](NC)[S:22][CH:23]=2)[CH:18]=[CH:17][CH:16]=[CH:15][CH:14]=1.[BH3-][C:27]#[N:28].[Na+]. Product: [C:7]1([CH2:6][CH:2]([NH:28][CH2:27][C:21]2[S:22][CH:23]=[C:19]([C:13]3[CH:14]=[CH:15][CH:16]=[CH:17][CH:18]=3)[N:20]=2)[C:3]([OH:5])=[O:4])[CH:12]=[CH:11][CH:10]=[CH:9][CH:8]=1. The catalyst class is: 5. (5) Reactant: C(N(C(C)C)CC)(C)C.Cl.[CH3:11][N:12]1[CH2:17][CH2:16][NH:15][CH2:14][C:13]1=[O:18].ClCCl.Cl[C:23]1[O:24][C:25]2[C:26](=[C:28]([C:40]#[N:41])[C:29]([CH3:39])=[C:30]([C:33]3[CH:38]=[CH:37][CH:36]=[CH:35][CH:34]=3)[C:31]=2[F:32])[N:27]=1. Product: [F:32][C:31]1[C:30]([C:33]2[CH:38]=[CH:37][CH:36]=[CH:35][CH:34]=2)=[C:29]([CH3:39])[C:28]([C:40]#[N:41])=[C:26]2[C:25]=1[O:24][C:23]([N:15]1[CH2:16][CH2:17][N:12]([CH3:11])[C:13](=[O:18])[CH2:14]1)=[N:27]2. The catalyst class is: 22. (6) Reactant: [Br:1][C:2]1[CH:3]=[C:4]([CH:21]=[C:22]([CH2:24][OH:25])[CH:23]=1)[CH2:5][O:6][C:7]1[CH:12]=[CH:11][CH:10]=[CH:9][C:8]=1[CH2:13][C:14]([O:16][C:17]([CH3:20])([CH3:19])[CH3:18])=[O:15].N(C(N1CCCCC1)=O)=NC(N1CCCCC1)=O.C(P(CCCC)CCCC)CCC.[CH2:57](O)[C:58]([F:61])([F:60])[F:59]. Product: [Br:1][C:2]1[CH:3]=[C:4]([CH:21]=[C:22]([CH2:24][O:25][CH2:57][C:58]([F:61])([F:60])[F:59])[CH:23]=1)[CH2:5][O:6][C:7]1[CH:12]=[CH:11][CH:10]=[CH:9][C:8]=1[CH2:13][C:14]([O:16][C:17]([CH3:19])([CH3:20])[CH3:18])=[O:15]. The catalyst class is: 11. (7) Reactant: [Cl:1][C:2]1[CH:7]=[CH:6][CH:5]=[CH:4][C:3]=1[N:8]1[C:17]([C:18]2[CH:23]=[CH:22][C:21]([C:24]([F:27])([F:26])[F:25])=[CH:20][CH:19]=2)=[C:11]2[N:12]=[CH:13][N:14]=[C:15]([OH:16])[C:10]2=[N:9]1.C([O-])([O-])=O.[Cs+].[Cs+].CS(C)=O.FC(F)(F)S(O[CH2:44][C:45]([F:48])([F:47])[F:46])(=O)=O. Product: [Cl:1][C:2]1[CH:7]=[CH:6][CH:5]=[CH:4][C:3]=1[N:8]1[C:17]([C:18]2[CH:23]=[CH:22][C:21]([C:24]([F:27])([F:25])[F:26])=[CH:20][CH:19]=2)=[C:11]2[N:12]=[CH:13][N:14]([CH2:44][C:45]([F:48])([F:47])[F:46])[C:15](=[O:16])[C:10]2=[N:9]1. The catalyst class is: 3. (8) Reactant: [CH:1]1[C:13]2[CH:12]([CH2:14][O:15][C:16]([NH:18][C@@H:19]([CH2:23][CH2:24][CH2:25][CH2:26][NH2:27])[C:20]([OH:22])=[O:21])=[O:17])[C:11]3[C:6](=[CH:7][CH:8]=[CH:9][CH:10]=3)[C:5]=2[CH:4]=[CH:3][CH:2]=1.[C:28]([NH:43][C@@H:44]([CH2:52][CH2:53][C:54](OC1C(F)=C(F)C(F)=C(F)C=1F)=[O:55])[C:45]([O:47][C:48]([CH3:51])([CH3:50])[CH3:49])=[O:46])(=[O:42])[CH2:29][CH2:30][CH2:31][CH2:32][CH2:33][CH2:34][CH2:35][CH2:36][CH2:37][CH2:38][CH2:39][CH2:40][CH3:41].CCN(C(C)C)C(C)C.C(O)(=O)CC(CC(O)=O)(C(O)=O)O. Product: [CH:10]1[C:11]2[CH:12]([CH2:14][O:15][C:16]([NH:18][C@@H:19]([CH2:23][CH2:24][CH2:25][CH2:26][NH:27][C:54](=[O:55])[CH2:53][CH2:52][C@H:44]([NH:43][C:28](=[O:42])[CH2:29][CH2:30][CH2:31][CH2:32][CH2:33][CH2:34][CH2:35][CH2:36][CH2:37][CH2:38][CH2:39][CH2:40][CH3:41])[C:45]([O:47][C:48]([CH3:51])([CH3:50])[CH3:49])=[O:46])[C:20]([OH:22])=[O:21])=[O:17])[C:13]3[C:5](=[CH:4][CH:3]=[CH:2][CH:1]=3)[C:6]=2[CH:7]=[CH:8][CH:9]=1. The catalyst class is: 3. (9) Reactant: [CH3:1][N:2]1[C:8](=[O:9])[N:7]([CH3:10])[C:5](=[O:6])[C:4]2[N:11]([CH2:14][CH2:15][N:16]3[CH2:21][CH2:20][N:19]([C:22]4[C:27]([Cl:28])=[CH:26][CH:25]=[CH:24][CH:23]=4)[CH2:18][CH2:17]3)[CH:12]=[N:13][C:3]1=2.[CH3:29][CH2:30][O:31][C:32]1[CH:33]=[C:34]([CH2:41][C:42]([NH:44][C@H:45]([C:50]2[CH:51]=[CH:52][CH:53]=[CH:54][C:55]=2[N:56]2[CH2:61][CH2:60][CH2:59][CH2:58][CH2:57]2)[CH2:46][CH:47]([CH3:49])[CH3:48])=[O:43])[CH:35]=[CH:36][C:37]=1[C:38]([OH:40])=[O:39]. Product: [CH3:1][N:2]1[C:8](=[O:9])[N:7]([CH3:10])[C:5](=[O:6])[C:4]2[N:11]([CH2:14][CH2:15][N:16]3[CH2:21][CH2:20][N:19]([C:22]4[C:27]([Cl:28])=[CH:26][CH:25]=[CH:24][CH:23]=4)[CH2:18][CH2:17]3)[CH:12]=[N:13][C:3]1=2.[CH3:29][CH2:30][O:31][C:32]1[CH:33]=[C:34]([CH2:41][C:42]([NH:44][C@H:45]([C:50]2[CH:51]=[CH:52][CH:53]=[CH:54][C:55]=2[N:56]2[CH2:61][CH2:60][CH2:59][CH2:58][CH2:57]2)[CH2:46][CH:47]([CH3:49])[CH3:48])=[O:43])[CH:35]=[CH:36][C:37]=1[C:38]([OH:40])=[O:39]. The catalyst class is: 40. (10) Reactant: [Cl:1][C:2]1[CH:7]=[C:6]([C:8](OC)=[O:9])[CH:5]=[C:4]([Cl:12])[C:3]=1[C:13]([O:15][CH3:16])=[O:14].[BH4-].[Na+].CO. Product: [Cl:1][C:2]1[CH:7]=[C:6]([CH2:8][OH:9])[CH:5]=[C:4]([Cl:12])[C:3]=1[C:13]([O:15][CH3:16])=[O:14]. The catalyst class is: 7.